Dataset: Forward reaction prediction with 1.9M reactions from USPTO patents (1976-2016). Task: Predict the product of the given reaction. (1) Given the reactants [C:1]([C:4]1[C:5]([O:17][CH3:18])=[C:6]([CH:12]2[CH2:15][C:14](=[O:16])[CH2:13]2)[C:7]([CH3:11])=[C:8]([Cl:10])[CH:9]=1)(=[O:3])[CH3:2].[BH4-].[Na+], predict the reaction product. The product is: [Cl:10][C:8]1[C:7]([CH3:11])=[C:6]([CH:12]2[CH2:13][CH:14]([OH:16])[CH2:15]2)[C:5]([O:17][CH3:18])=[C:4]([CH:1]([OH:3])[CH3:2])[CH:9]=1. (2) Given the reactants [C:1](OCC)(OCC)(OCC)[CH2:2]C.[CH3:13][NH:14][C:15](=[O:24])[C:16]1[CH:21]=[CH:20][C:19]([Br:22])=[CH:18][C:17]=1[NH2:23].[C:25](=O)(O)[O-].[Na+], predict the reaction product. The product is: [Br:22][C:19]1[CH:18]=[C:17]2[C:16]([C:15](=[O:24])[N:14]([CH3:25])[C:13]([CH2:1][CH3:2])=[N:23]2)=[CH:21][CH:20]=1. (3) Given the reactants [C:1]1([CH2:7][CH2:8][CH2:9][NH2:10])[CH:6]=CC=CC=1.[CH2:11]1[C:19]2[CH:18]=[CH:17][N:16]=[CH:15][C:14]=2[CH2:13][N:12]1[C:20]([NH:22][C:23]1[CH:28]=[CH:27][C:26]([N:29]2[CH2:32][CH:31]([C:33](O)=[O:34])[CH2:30]2)=[CH:25][CH:24]=1)=[O:21].C1C2C(=CC=CC=2)CN1C(NC1C=CC(C(O)=O)=CC=1)=O, predict the reaction product. The product is: [CH:9]1([NH:10][C:33]([CH:31]2[CH2:30][N:29]([C:26]3[CH:25]=[CH:24][C:23]([NH:22][C:20]([N:12]4[CH2:11][C:19]5[CH:18]=[CH:17][N:16]=[CH:15][C:14]=5[CH2:13]4)=[O:21])=[CH:28][CH:27]=3)[CH2:32]2)=[O:34])[CH2:6][CH2:1][CH2:7][CH2:8]1. (4) Given the reactants [Br:1][C:2]1[CH:7]=[CH:6][C:5](I)=[CH:4][CH:3]=1.C([Mg]Cl)(C)C.[C:14]1(=[O:20])[CH2:19][CH2:18][CH2:17][CH2:16][CH2:15]1.[Cl-].[NH4+], predict the reaction product. The product is: [Br:1][C:2]1[CH:7]=[CH:6][C:5]([C:14]2([OH:20])[CH2:19][CH2:18][CH2:17][CH2:16][CH2:15]2)=[CH:4][CH:3]=1. (5) Given the reactants Br[C:2]1[C:10]2[N:9]=[CH:8][N:7]([CH2:11][O:12][CH2:13][CH2:14][Si:15]([CH3:18])([CH3:17])[CH3:16])[C:6]=2[CH:5]=[CH:4][CH:3]=1.[CH2:19]1[C:28]2[C:23](=[CH:24][CH:25]=[CH:26][CH:27]=2)[CH2:22][CH2:21][N:20]1[CH2:29][CH:30]([OH:48])[CH2:31][O:32][C:33]1[CH:38]=[CH:37][CH:36]=[C:35](B2OC(C)(C)C(C)(C)O2)[CH:34]=1.C([O-])([O-])=O.[Na+].[Na+], predict the reaction product. The product is: [CH2:19]1[C:28]2[C:23](=[CH:24][CH:25]=[CH:26][CH:27]=2)[CH2:22][CH2:21][N:20]1[CH2:29][CH:30]([OH:48])[CH2:31][O:32][C:33]1[CH:38]=[CH:37][CH:36]=[C:35]([C:2]2[C:10]3[N:9]=[CH:8][N:7]([CH2:11][O:12][CH2:13][CH2:14][Si:15]([CH3:18])([CH3:17])[CH3:16])[C:6]=3[CH:5]=[CH:4][CH:3]=2)[CH:34]=1. (6) Given the reactants [C:1]1([CH:7]2[N:14]3[CH2:15][C:10]4([CH2:29][OH:30])[CH2:11][N:12]([CH:22]([C:23]5[CH:28]=[CH:27][CH:26]=[CH:25][CH:24]=5)[N:8]2[CH2:9]4)[CH:13]3[C:16]2[CH:21]=[CH:20][CH:19]=[CH:18][CH:17]=2)[CH:6]=[CH:5][CH:4]=[CH:3][CH:2]=1.[OH-].[K+].[CH2:33](Br)[C:34]#[CH:35], predict the reaction product. The product is: [CH2:35]([O:30][CH2:29][C:10]12[CH2:11][N:12]3[CH:13]([C:16]4[CH:21]=[CH:20][CH:19]=[CH:18][CH:17]=4)[N:14]([CH:7]([C:1]4[CH:2]=[CH:3][CH:4]=[CH:5][CH:6]=4)[N:8]([CH:22]3[C:23]3[CH:24]=[CH:25][CH:26]=[CH:27][CH:28]=3)[CH2:9]1)[CH2:15]2)[C:34]#[CH:33]. (7) Given the reactants [Cl:1][C:2]1[CH:7]=[C:6]([C:8]2[CH:9]=[N:10][N:11]([CH3:13])[CH:12]=2)[CH:5]=[CH:4][C:3]=1[C:14]1[S:18][C:17]([N:19]([CH3:30])[CH:20]2[CH2:25][C:24]([CH3:27])([CH3:26])[NH:23][C:22]([CH3:29])([CH3:28])[CH2:21]2)=[N:16][N:15]=1.CC(O)=[O:33].CC(OC(C)=O)=O, predict the reaction product. The product is: [Cl:1][C:2]1[C:3]([C:14]2[S:18][C:17]([N:19]([CH3:30])[CH:20]3[CH2:21][C:22]([CH3:29])([CH3:28])[NH:23][C:24]([CH3:26])([CH3:27])[CH2:25]3)=[N:16][N:15]=2)=[C:4]([OH:33])[CH:5]=[C:6]([C:8]2[CH:9]=[N:10][N:11]([CH3:13])[CH:12]=2)[CH:7]=1. (8) Given the reactants [CH2:1]([O:8][C:9]1[C:10]([NH2:15])=[N:11][CH:12]=[CH:13][CH:14]=1)[C:2]1[CH:7]=[CH:6][CH:5]=[CH:4][CH:3]=1.[N:16]1[CH:21]=[CH:20][C:19]([C:22](=O)[CH2:23][C:24](OCC)=[O:25])=[CH:18][CH:17]=1.C([O-])(=O)C.[NH4+], predict the reaction product. The product is: [CH2:1]([O:8][C:9]1[C:10]2=[N:15][C:22]([C:19]3[CH:20]=[CH:21][N:16]=[CH:17][CH:18]=3)=[CH:23][C:24](=[O:25])[N:11]2[CH:12]=[CH:13][CH:14]=1)[C:2]1[CH:3]=[CH:4][CH:5]=[CH:6][CH:7]=1.